Dataset: Forward reaction prediction with 1.9M reactions from USPTO patents (1976-2016). Task: Predict the product of the given reaction. The product is: [CH3:22][O:21][C:19](=[O:20])[CH2:18][N:6]1[C:7]2[C:12](=[N:11][CH:10]=[CH:9][CH:8]=2)[CH2:13][CH:4]([NH2:3])[C:5]1=[O:14]. Given the reactants Cl.Cl.[NH2:3][CH:4]1[CH2:13][C:12]2[C:7](=[CH:8][CH:9]=[CH:10][N:11]=2)[NH:6][C:5]1=[O:14].[H-].[Na+].Br[CH2:18][C:19]([O:21][CH3:22])=[O:20], predict the reaction product.